From a dataset of TCR-epitope binding with 47,182 pairs between 192 epitopes and 23,139 TCRs. Binary Classification. Given a T-cell receptor sequence (or CDR3 region) and an epitope sequence, predict whether binding occurs between them. (1) The epitope is GTSGSPIVNR. The TCR CDR3 sequence is CASSLTAGTQETQYF. Result: 1 (the TCR binds to the epitope). (2) The epitope is WICLLQFAY. The TCR CDR3 sequence is CASSHLGGGNNEQFF. Result: 1 (the TCR binds to the epitope). (3) The epitope is LLFNKVTLA. The TCR CDR3 sequence is CASSFTGQGLDEQFF. Result: 0 (the TCR does not bind to the epitope). (4) The epitope is FVDGVPFVV. The TCR CDR3 sequence is CASSYSFVETQYF. Result: 1 (the TCR binds to the epitope).